This data is from Forward reaction prediction with 1.9M reactions from USPTO patents (1976-2016). The task is: Predict the product of the given reaction. Given the reactants [C:1]([O:5][C:6]([NH:8][C@@H:9]([CH2:13][CH2:14][N:15]([CH3:17])[CH3:16])[C:10]([OH:12])=[O:11])=[O:7])([CH3:4])([CH3:3])[CH3:2].CN1CCOCC1.ClC(O[CH2:29][CH:30]([CH3:32])[CH3:31])=O.[OH-].[NH4+], predict the reaction product. The product is: [CH2:29]([O:11][C:10](=[O:12])[C@@H:9]([NH:8][C:6]([O:5][C:1]([CH3:4])([CH3:3])[CH3:2])=[O:7])[CH2:13][CH2:14][N:15]([CH3:17])[CH3:16])[CH:30]([CH3:32])[CH3:31].